This data is from Forward reaction prediction with 1.9M reactions from USPTO patents (1976-2016). The task is: Predict the product of the given reaction. (1) Given the reactants [CH3:1][C:2]1[CH:3]=[C:4]([C:8]2[NH:9][C:10](=[S:13])[NH:11][N:12]=2)[O:5][C:6]=1[CH3:7].[Br-].Br[CH2:16][CH2:17][C:18]1[CH:23]=[CH:22][CH:21]=[CH:20][NH+:19]=1, predict the reaction product. The product is: [CH3:1][C:2]1[CH:3]=[C:4]([C:8]2[NH:12][N:11]=[C:10]([S:13][CH2:16][CH2:17][C:18]3[CH:23]=[CH:22][CH:21]=[CH:20][N:19]=3)[N:9]=2)[O:5][C:6]=1[CH3:7]. (2) Given the reactants I[CH2:2]CI.[Cl:5][C:6](=[CH2:23])[CH2:7][C:8]1([CH3:22])[CH2:12][CH2:11][CH:10]([CH2:13][C:14]2[CH:19]=[CH:18][C:17]([Cl:20])=[CH:16][CH:15]=2)[C:9]1=[O:21].ICI.[OH-].[Na+].Cl, predict the reaction product. The product is: [Cl:20][C:17]1[CH:18]=[CH:19][C:14]([CH2:13][CH:10]2[C:9]3([O:21][CH2:2]3)[C:8]([CH:7]=[C:6]([Cl:5])[CH3:23])([CH3:22])[CH2:12][CH2:11]2)=[CH:15][CH:16]=1. (3) The product is: [OH:1][C@@H:2]1[C@@:19]2([CH3:20])[C:6](=[CH:7][CH:8]=[C:9]3[C@@H:18]2[CH2:17][CH2:16][C@@:14]2([CH3:15])[C@H:10]3[CH2:11][CH:12]=[C:13]2[CH2:21][O:22]/[CH:23]=[CH:24]\[CH2:25][C:26]([OH:29])([CH3:28])[CH3:27])[CH2:5][C@@H:4]([OH:30])[CH2:3]1. Given the reactants [OH:1][C@@H:2]1[C@@:19]2([CH3:20])[C:6](=[CH:7][CH:8]=[C:9]3[C@@H:18]2[CH2:17][CH2:16][C@@:14]2([CH3:15])[C@H:10]3[CH2:11][CH:12]=[C:13]2[CH2:21][O:22][CH2:23][C:24]#[C:25][C:26]([OH:29])([CH3:28])[CH3:27])[CH2:5][C@@H:4]([OH:30])[CH2:3]1.N1C2C(=CC=CC=2)C=CC=1, predict the reaction product. (4) Given the reactants [Si:1]([O:8][CH2:9][CH:10]([NH:28][C:29](=[O:35])[O:30][C:31]([CH3:34])([CH3:33])[CH3:32])[C:11]([NH:13][NH:14][C:15](=O)[C:16]1[C:21]([NH:22][CH:23]([CH3:25])[CH3:24])=[CH:20][C:19]([Cl:26])=[N:18][CH:17]=1)=[O:12])([C:4]([CH3:7])([CH3:6])[CH3:5])([CH3:3])[CH3:2].C1(P(C2C=CC=CC=2)C2C=CC=CC=2)C=CC=CC=1.CCN(CC)CC.C(Cl)(Cl)(Cl)Cl, predict the reaction product. The product is: [Si:1]([O:8][CH2:9][CH:10]([NH:28][C:29](=[O:35])[O:30][C:31]([CH3:33])([CH3:34])[CH3:32])[C:11]1[O:12][C:15]([C:16]2[CH:17]=[N:18][C:19]([Cl:26])=[CH:20][C:21]=2[NH:22][CH:23]([CH3:24])[CH3:25])=[N:14][N:13]=1)([C:4]([CH3:5])([CH3:7])[CH3:6])([CH3:3])[CH3:2].